Dataset: Forward reaction prediction with 1.9M reactions from USPTO patents (1976-2016). Task: Predict the product of the given reaction. (1) Given the reactants CO.[BH4-].[Na+].[CH3:5][O:6][C:7]1[CH:8]=[CH:9][C:10]2[N:11]([N:13]=[C:14]([C:28]3[CH:33]=[CH:32][CH:31]=[CH:30][C:29]=3[C:34]([F:37])([F:36])[F:35])[C:15]=2[C:16]([C:18]2[N:23]=[C:22]([C:24]([O:26][CH3:27])=[O:25])[CH:21]=[CH:20][CH:19]=2)=[O:17])[CH:12]=1.[Cl-].[NH4+], predict the reaction product. The product is: [OH:17][CH:16]([C:15]1[C:14]([C:28]2[CH:33]=[CH:32][CH:31]=[CH:30][C:29]=2[C:34]([F:35])([F:37])[F:36])=[N:13][N:11]2[CH:12]=[C:7]([O:6][CH3:5])[CH:8]=[CH:9][C:10]=12)[C:18]1[N:23]=[C:22]([C:24]([O:26][CH3:27])=[O:25])[CH:21]=[CH:20][CH:19]=1. (2) Given the reactants [CH3:1][O:2][C:3](=[O:28])[C:4]1[CH:9]=[C:8](I)[CH:7]=[C:6]([C:11](=[O:27])[C:12]2[CH:17]=[CH:16][C:15]([N:18]([C:20]3[CH:25]=[CH:24][C:23]([Cl:26])=[CH:22][CH:21]=3)[CH3:19])=[CH:14][N:13]=2)[CH:5]=1.[CH2:29]([SH:35])[CH2:30][CH2:31][CH2:32][CH2:33][CH3:34].C1(P(C2C=CC=CC=2)C2C=CC=CC=2OC2C=CC=CC=2P(C2C=CC=CC=2)C2C=CC=CC=2)C=CC=CC=1.CC(C)([O-])C.[K+], predict the reaction product. The product is: [CH3:1][O:2][C:3](=[O:28])[C:4]1[CH:9]=[C:8]([S:35][CH2:29][CH2:30][CH2:31][CH2:32][CH2:33][CH3:34])[CH:7]=[C:6]([C:11](=[O:27])[C:12]2[CH:17]=[CH:16][C:15]([N:18]([C:20]3[CH:25]=[CH:24][C:23]([Cl:26])=[CH:22][CH:21]=3)[CH3:19])=[CH:14][N:13]=2)[CH:5]=1. (3) Given the reactants [CH3:1][C:2]1[N:7]=[CH:6][C:5]2[N:8]=[N:9][N:10]([C:11]3[CH:16]=[N:15][CH:14]=[CH:13][N:12]=3)[C:4]=2[CH:3]=1.C(O)=O.C(N(CC)CC)C.[OH-].[Na+], predict the reaction product. The product is: [CH3:1][CH:2]1[NH:7][CH2:6][C:5]2[N:8]=[N:9][N:10]([C:11]3[CH:16]=[N:15][CH:14]=[CH:13][N:12]=3)[C:4]=2[CH2:3]1. (4) Given the reactants [NH2:1][S:2]([N:5]1[CH2:10][CH2:9][N:8]([C:11]([O:13][C:14]([CH3:17])([CH3:16])[CH3:15])=[O:12])[CH2:7][C@H:6]1[CH3:18])(=[O:4])=[O:3].C1(P(C2CCCCC2)C2C=CC=CC=2C2C(C(C)C)=CC(C(C)C)=CC=2C(C)C)CCCCC1.C(=O)([O-])[O-].[Cs+].[Cs+].Cl[C:60]1[CH:65]=[C:64]([O:66][CH3:67])[N:63]=[C:62]([S:68][CH2:69][C:70]2[CH:75]=[CH:74][CH:73]=[C:72]([F:76])[C:71]=2[F:77])[N:61]=1, predict the reaction product. The product is: [F:77][C:71]1[C:72]([F:76])=[CH:73][CH:74]=[CH:75][C:70]=1[CH2:69][S:68][C:62]1[N:61]=[C:60]([NH:1][S:2]([N:5]2[CH2:10][CH2:9][N:8]([C:11]([O:13][C:14]([CH3:17])([CH3:16])[CH3:15])=[O:12])[CH2:7][C@H:6]2[CH3:18])(=[O:3])=[O:4])[CH:65]=[C:64]([O:66][CH3:67])[N:63]=1.